From a dataset of Reaction yield outcomes from USPTO patents with 853,638 reactions. Predict the reaction yield, written as a fraction of the theoretical maximum amount of product (1.0 means a 100% yield; for example, 0.34 means a 34% yield). (1) The reactants are C(N(CC)CC)C.[C:16](O[C:16]([O:18][C:19]([CH3:22])([CH3:21])[CH3:20])=[O:17])([O:18][C:19]([CH3:22])([CH3:21])[CH3:20])=[O:17].[CH2:23]([NH:30][CH2:31][C:32]1[CH:33]=[CH:34][CH:35]=[C:36]2[C:40]=1[NH:39][CH:38]=[CH:37]2)[C:24]1[CH:29]=[CH:28][CH:27]=[CH:26][CH:25]=1. The catalyst is CN(C)C1C=CN=CC=1.ClCCl. The product is [C:19]([O:18][C:16](=[O:17])[N:30]([CH2:23][C:24]1[CH:29]=[CH:28][CH:27]=[CH:26][CH:25]=1)[CH2:31][C:32]1[CH:33]=[CH:34][CH:35]=[C:36]2[C:40]=1[NH:39][CH:38]=[CH:37]2)([CH3:20])([CH3:21])[CH3:22]. The yield is 0.520. (2) The yield is 0.970. The catalyst is C(OCC)(=O)C.CN(C=O)C. The reactants are [C:1]([C:4]1([C:7]([OH:9])=O)[CH2:6][CH2:5]1)(=[O:3])[NH2:2].[NH2:10][C:11]([CH:38]1[CH2:40][CH2:39]1)([CH:35]1[CH2:37][CH2:36]1)[C:12]1[S:13][C:14]([C:17]2[CH:18]=[C:19]([NH:24][C:25]3[N:30]=[C:29]([C:31]([F:34])([F:33])[F:32])[CH:28]=[CH:27][N:26]=3)[CH:20]=[C:21]([CH3:23])[CH:22]=2)=[CH:15][N:16]=1.F[P-](F)(F)(F)(F)F.N1(O[P+](N(C)C)(N(C)C)N(C)C)C2C=CC=CC=2N=N1.CCN(C(C)C)C(C)C. The product is [CH:38]1([C:11]([CH:35]2[CH2:36][CH2:37]2)([C:12]2[S:13][C:14]([C:17]3[CH:18]=[C:19]([NH:24][C:25]4[N:30]=[C:29]([C:31]([F:32])([F:33])[F:34])[CH:28]=[CH:27][N:26]=4)[CH:20]=[C:21]([CH3:23])[CH:22]=3)=[CH:15][N:16]=2)[NH:10][C:7]([C:4]2([C:1]([NH2:2])=[O:3])[CH2:6][CH2:5]2)=[O:9])[CH2:39][CH2:40]1.